From a dataset of Full USPTO retrosynthesis dataset with 1.9M reactions from patents (1976-2016). Predict the reactants needed to synthesize the given product. (1) Given the product [Cl:14][C:15]1[CH:16]=[C:17]([C:18]#[N:19])[CH:20]=[CH:21][C:22]=1[N:4]1[CH2:5][CH2:6][N:1]([C:7]([O:9][C:10]([CH3:13])([CH3:12])[CH3:11])=[O:8])[CH2:2][CH2:3]1, predict the reactants needed to synthesize it. The reactants are: [N:1]1([C:7]([O:9][C:10]([CH3:13])([CH3:12])[CH3:11])=[O:8])[CH2:6][CH2:5][NH:4][CH2:3][CH2:2]1.[Cl:14][C:15]1[CH:16]=[C:17]([CH:20]=[CH:21][C:22]=1F)[C:18]#[N:19].C([O-])([O-])=O.[K+].[K+]. (2) Given the product [CH3:21][O:22][C:23]1[CH:24]=[C:25]([C:2]2[C:3]([CH3:20])=[N:4][CH:5]=[C:6]([C:9]=2[NH:10][C:11]2[CH:19]=[C:18]3[C:14]([CH:15]=[CH:16][NH:17]3)=[CH:13][CH:12]=2)[C:7]#[N:8])[CH:26]=[CH:27][C:28]=1[O:29][CH3:30], predict the reactants needed to synthesize it. The reactants are: Br[C:2]1[C:3]([CH3:20])=[N:4][CH:5]=[C:6]([C:9]=1[NH:10][C:11]1[CH:19]=[C:18]2[C:14]([CH:15]=[CH:16][NH:17]2)=[CH:13][CH:12]=1)[C:7]#[N:8].[CH3:21][O:22][C:23]1[CH:24]=[C:25](B(O)O)[CH:26]=[CH:27][C:28]=1[O:29][CH3:30]. (3) Given the product [CH2:1]([O:8][C:9]1[CH:10]=[CH:11][C:12]([C:15]2[N:19]([CH:20]3[CH2:25][CH2:24][CH2:23][CH2:22][CH2:21]3)[N:18]=[C:17](/[CH:26]=[C:27](\[CH3:33])/[C:28]([OH:30])=[O:29])[CH:16]=2)=[CH:13][CH:14]=1)[C:2]1[CH:3]=[CH:4][CH:5]=[CH:6][CH:7]=1, predict the reactants needed to synthesize it. The reactants are: [CH2:1]([O:8][C:9]1[CH:14]=[CH:13][C:12]([C:15]2[N:19]([CH:20]3[CH2:25][CH2:24][CH2:23][CH2:22][CH2:21]3)[N:18]=[C:17](/[CH:26]=[C:27](\[CH3:33])/[C:28]([O:30]CC)=[O:29])[CH:16]=2)=[CH:11][CH:10]=1)[C:2]1[CH:7]=[CH:6][CH:5]=[CH:4][CH:3]=1.[Li+].[OH-]. (4) Given the product [C:1]1([CH3:24])[CH:6]=[CH:5][C:4]([C:7]2[N:8]=[C:9]3[CH:23]=[CH:22][CH2:21][N:20]([C:30]([O:32][C:33]([CH3:36])([CH3:35])[CH3:34])=[O:31])[C:10]3=[N:11][C:12]=2[C:13]2[CH:18]=[CH:17][C:16]([CH3:19])=[CH:15][CH:14]=2)=[CH:3][CH:2]=1, predict the reactants needed to synthesize it. The reactants are: [C:1]1([CH3:24])[CH:6]=[CH:5][C:4]([C:7]2[N:8]=[C:9]3[CH:23]=[CH:22][CH2:21][NH:20][C:10]3=[N:11][C:12]=2[C:13]2[CH:18]=[CH:17][C:16]([CH3:19])=[CH:15][CH:14]=2)=[CH:3][CH:2]=1.[Li]CCCC.[C:30](O[C:30]([O:32][C:33]([CH3:36])([CH3:35])[CH3:34])=[O:31])([O:32][C:33]([CH3:36])([CH3:35])[CH3:34])=[O:31]. (5) Given the product [CH2:23]([C:10]1[C:11]2[C:16](=[CH:15][C:14]([N:17]3[CH2:18][CH2:19][NH:20][CH2:21][CH2:22]3)=[CH:13][CH:12]=2)[NH:8][N:9]=1)[CH3:24], predict the reactants needed to synthesize it. The reactants are: COC1C=CC(C[N:8]2[C:16]3[C:11](=[CH:12][CH:13]=[C:14]([N:17]4[CH2:22][CH2:21][NH:20][CH2:19][CH2:18]4)[CH:15]=3)[C:10]([CH2:23][CH3:24])=[N:9]2)=CC=1.C(Cl)Cl.CO. (6) Given the product [CH3:49][NH:50][S:51]([C:54]1[CH:55]=[CH:56][CH:57]=[C:58]([C:26]2[N:34]3[C:29]([CH:30]=[N:31][C:32]([NH:35][C:36]4[CH:37]=[CH:38][C:39]([N:42]5[CH2:43][CH2:44][N:45]([CH3:48])[CH2:46][CH2:47]5)=[CH:40][CH:41]=4)=[N:33]3)=[CH:28][CH:27]=2)[CH:59]=1)(=[O:52])=[O:53], predict the reactants needed to synthesize it. The reactants are: C1(P(C2C=CC=CC=2)C2C=CC=CC=2)C=CC=CC=1.O1CCCC1.Br[C:26]1[N:34]2[C:29]([CH:30]=[N:31][C:32]([NH:35][C:36]3[CH:41]=[CH:40][C:39]([N:42]4[CH2:47][CH2:46][N:45]([CH3:48])[CH2:44][CH2:43]4)=[CH:38][CH:37]=3)=[N:33]2)=[CH:28][CH:27]=1.[CH3:49][NH:50][S:51]([C:54]1[CH:59]=[CH:58][CH:57]=[C:56](B(O)O)[CH:55]=1)(=[O:53])=[O:52].C(=O)([O-])[O-].[Na+].[Na+].O.C(O)C.[Cl-].[Na+].